Dataset: Catalyst prediction with 721,799 reactions and 888 catalyst types from USPTO. Task: Predict which catalyst facilitates the given reaction. (1) Reactant: [CH2:1]([N:3]1[CH2:8][CH2:7][N:6]([C:9]2[CH:10]=[CH:11][C:12]([N+:16]([O-])=O)=[C:13]([NH2:15])[CH:14]=2)[CH2:5][CH2:4]1)[CH3:2]. Product: [CH2:1]([N:3]1[CH2:4][CH2:5][N:6]([C:9]2[CH:14]=[C:13]([NH2:15])[C:12]([NH2:16])=[CH:11][CH:10]=2)[CH2:7][CH2:8]1)[CH3:2]. The catalyst class is: 29. (2) Reactant: [Cl:1][C:2]1[N:10]=[C:9]([CH3:11])[CH:8]=[C:7]([O:12][C:13]2[CH:18]=[C:17]([Cl:19])[CH:16]=[CH:15][C:14]=2[Cl:20])[C:3]=1[C:4]([O-:6])=O.[Li+].C(N(C(C)C)C(C)C)C.CN(C(ON1N=NC2C=CC=NC1=2)=[N+](C)C)C.F[P-](F)(F)(F)(F)F.[CH:55]1([N:58]2[C:67]3[C:62](=[CH:63][CH:64]=[CH:65][CH:66]=3)[NH:61][CH2:60][CH2:59]2)[CH2:57][CH2:56]1. Product: [Cl:1][C:2]1[C:3]([C:4]([N:61]2[C:62]3[C:67](=[CH:66][CH:65]=[CH:64][CH:63]=3)[N:58]([CH:55]3[CH2:57][CH2:56]3)[CH2:59][CH2:60]2)=[O:6])=[C:7]([O:12][C:13]2[CH:18]=[C:17]([Cl:19])[CH:16]=[CH:15][C:14]=2[Cl:20])[CH:8]=[C:9]([CH3:11])[N:10]=1. The catalyst class is: 9.